This data is from Full USPTO retrosynthesis dataset with 1.9M reactions from patents (1976-2016). The task is: Predict the reactants needed to synthesize the given product. (1) Given the product [CH3:1][C:2]1([C:4]2[CH:9]=[CH:8][CH:7]=[C:6]([C:10]([F:13])([F:12])[F:11])[CH:5]=2)[NH:21][C:14](=[O:23])[NH:15][C:17]1=[O:20], predict the reactants needed to synthesize it. The reactants are: [CH3:1][C:2]([C:4]1[CH:9]=[CH:8][CH:7]=[C:6]([C:10]([F:13])([F:12])[F:11])[CH:5]=1)=O.[C-:14]#[N:15].[K+].[C:17](=[O:20])([O-])[O-].[NH4+:21].[NH4+].[OH2:23]. (2) Given the product [F:1][C:2]([F:7])([F:6])[C:3]([OH:5])=[O:4].[Cl:42][C:32]1[C:31]2[C:36](=[CH:37][C:28]([S:25]([N:15]([CH2:16][C:17]3[CH:22]=[CH:21][CH:20]=[CH:19][C:18]=3[O:23][CH3:24])[CH2:14][C:13]([OH:43])=[O:12])(=[O:26])=[O:27])=[CH:29][CH:30]=2)[C:35]([NH:38][C:39]([NH2:41])=[NH:40])=[N:34][CH:33]=1, predict the reactants needed to synthesize it. The reactants are: [F:1][C:2]([F:7])([F:6])[C:3]([OH:5])=[O:4].C([O:12][C:13](=[O:43])[CH2:14][N:15]([S:25]([C:28]1[CH:37]=[C:36]2[C:31]([C:32]([Cl:42])=[CH:33][N:34]=[C:35]2[NH:38][C:39]([NH2:41])=[NH:40])=[CH:30][CH:29]=1)(=[O:27])=[O:26])[CH2:16][C:17]1[CH:22]=[CH:21][CH:20]=[CH:19][C:18]=1[O:23][CH3:24])(C)(C)C. (3) Given the product [O:17]=[C:5]1[C@H:4]([NH:1][C:25](=[O:26])[O:27][C:28]([CH3:31])([CH3:30])[CH3:29])[CH2:10][CH2:9][CH2:8][C@H:7]([C:11]2[CH:16]=[CH:15][CH:14]=[CH:13][CH:12]=2)[NH:6]1, predict the reactants needed to synthesize it. The reactants are: [N:1]([C@@H:4]1[CH2:10][CH2:9][CH2:8][C@H:7]([C:11]2[CH:16]=[CH:15][CH:14]=[CH:13][CH:12]=2)[NH:6][C:5]1=[O:17])=[N+]=[N-].C(N(CC)CC)C.[C:25](O[C:25]([O:27][C:28]([CH3:31])([CH3:30])[CH3:29])=[O:26])([O:27][C:28]([CH3:31])([CH3:30])[CH3:29])=[O:26]. (4) Given the product [CH3:24][O:23][C:19]1[CH:18]=[C:16]([NH:17][C:2]2[CH:7]=[CH:6][CH:5]=[CH:4][C:3]=2[CH2:8][C:9]([OH:11])=[O:10])[CH:15]=[C:14]([O:13][CH3:12])[C:20]=1[O:21][CH3:22], predict the reactants needed to synthesize it. The reactants are: Br[C:2]1[CH:7]=[CH:6][CH:5]=[CH:4][C:3]=1[CH2:8][C:9]([OH:11])=[O:10].[CH3:12][O:13][C:14]1[CH:15]=[C:16]([CH:18]=[C:19]([O:23][CH3:24])[C:20]=1[O:21][CH3:22])[NH2:17]. (5) Given the product [C:12]([C:6]1[O:7][C:8]([CH:9]([CH3:10])[CH3:11])=[C:4]([CH:1]([CH3:2])[CH3:3])[CH:5]=1)(=[O:14])[CH3:15], predict the reactants needed to synthesize it. The reactants are: [CH:1]([C:4]1[CH:5]=[C:6]([C:12]([OH:14])=O)[O:7][C:8]=1[CH:9]([CH3:11])[CH3:10])([CH3:3])[CH3:2].[CH3:15][Li].[Cl-].[NH4+]. (6) Given the product [C:1]([O:5][C@@H:6]([C:11]1[C:39]([CH3:40])=[N:38][C:37]2=[CH:41][C:34]3=[N:35][N:36]2[C:12]=1[N:13]1[CH2:14][CH2:15][C:16]([CH3:45])([CH2:17][CH2:18][CH2:19][CH2:20][CH2:21][O:22][C:23]2[CH:24]=[CH:25][CH:26]=[CH:27][C:28]=2[CH2:29][N:30]2[CH:42]=[C:33]3[CH:32]=[N:31]2)[CH2:43][CH2:44]1)[C:7]([OH:9])=[O:8])([CH3:4])([CH3:2])[CH3:3], predict the reactants needed to synthesize it. The reactants are: [C:1]([O:5][C@@H:6]([C:11]1[C:39]([CH3:40])=[N:38][C:37]2=[CH:41][C:34]3=[N:35][N:36]2[C:12]=1[N:13]1[CH2:44][CH2:43][C:16]([CH3:45])([CH2:17][CH2:18][CH:19]=[CH:20][CH2:21][O:22][C:23]2[CH:24]=[CH:25][CH:26]=[CH:27][C:28]=2[CH2:29][N:30]2[CH:42]=[C:33]3[CH:32]=[N:31]2)[CH2:15][CH2:14]1)[C:7]([O:9]C)=[O:8])([CH3:4])([CH3:3])[CH3:2].[H][H].O.[OH-].[Li+].